The task is: Binary Classification. Given a T-cell receptor sequence (or CDR3 region) and an epitope sequence, predict whether binding occurs between them.. This data is from TCR-epitope binding with 47,182 pairs between 192 epitopes and 23,139 TCRs. (1) The epitope is SEVGPEHSLAEY. The TCR CDR3 sequence is CASSVDGDTSTDTQYF. Result: 0 (the TCR does not bind to the epitope). (2) The epitope is LSDDAVVCFNSTY. The TCR CDR3 sequence is CATSDSRGGLSYEQYF. Result: 0 (the TCR does not bind to the epitope).